Dataset: Full USPTO retrosynthesis dataset with 1.9M reactions from patents (1976-2016). Task: Predict the reactants needed to synthesize the given product. Given the product [C:11]([Si:8]([CH3:10])([CH3:9])[O:29][CH2:28][CH2:27][CH:21]1[CH2:20][C:19]2[C:23](=[CH:24][CH:25]=[C:17]([F:16])[CH:18]=2)[C:22]1=[O:26])([CH3:14])([CH3:13])[CH3:12], predict the reactants needed to synthesize it. The reactants are: C(N(CC)CC)C.[Si:8](Cl)([C:11]([CH3:14])([CH3:13])[CH3:12])([CH3:10])[CH3:9].[F:16][C:17]1[CH:18]=[C:19]2[C:23](=[CH:24][CH:25]=1)[CH:22]([OH:26])[CH:21]([CH2:27][CH2:28][OH:29])[CH2:20]2.CC(OI1(OC(C)=O)(OC(C)=O)OC(=O)C2C=CC=CC1=2)=O.[OH-].[Na+].